From a dataset of Forward reaction prediction with 1.9M reactions from USPTO patents (1976-2016). Predict the product of the given reaction. (1) Given the reactants [C:1]([O:5][C:6](=[O:34])[N:7]([CH2:23][CH2:24][CH2:25][CH2:26][N:27]([CH2:31][CH2:32][CH3:33])[CH2:28][CH2:29][CH3:30])[CH2:8][C:9]1[CH:14]=[CH:13][C:12]([CH2:15][NH:16][CH2:17][C:18]2[NH:19][CH:20]=[CH:21][N:22]=2)=[CH:11][CH:10]=1)([CH3:4])([CH3:3])[CH3:2].C([BH3-])#N.[Na+].C(O)(=O)C.[CH3:43][N:44]1[CH:48]=[CH:47][N:46]=[C:45]1[CH:49]=O, predict the reaction product. The product is: [C:1]([O:5][C:6](=[O:34])[N:7]([CH2:23][CH2:24][CH2:25][CH2:26][N:27]([CH2:28][CH2:29][CH3:30])[CH2:31][CH2:32][CH3:33])[CH2:8][C:9]1[CH:10]=[CH:11][C:12]([CH2:15][N:16]([CH2:17][C:18]2[NH:19][CH:20]=[CH:21][N:22]=2)[CH2:49][C:45]2[N:44]([CH3:43])[CH:48]=[CH:47][N:46]=2)=[CH:13][CH:14]=1)([CH3:3])([CH3:4])[CH3:2]. (2) Given the reactants [F:1][C:2]1[CH:7]=[CH:6][C:5]([C:8]2([CH2:14][CH2:15][C:16]([O:18]CC)=[O:17])[CH2:13][CH2:12][CH2:11][CH2:10][CH2:9]2)=[CH:4][CH:3]=1.[OH-].[Na+], predict the reaction product. The product is: [F:1][C:2]1[CH:3]=[CH:4][C:5]([C:8]2([CH2:14][CH2:15][C:16]([OH:18])=[O:17])[CH2:13][CH2:12][CH2:11][CH2:10][CH2:9]2)=[CH:6][CH:7]=1. (3) The product is: [F:13][C:14]1[CH:15]=[CH:16][C:17]([N:20]2[C:24]([CH3:25])=[C:23]([C:26]([NH:8][C:6]3[CH:5]=[CH:4][N:3]=[C:2]([CH3:1])[N:7]=3)=[O:27])[N:22]=[N:21]2)=[CH:18][CH:19]=1. Given the reactants [CH3:1][C:2]1[N:7]=[C:6]([NH2:8])[CH:5]=[CH:4][N:3]=1.C[Al](C)C.[F:13][C:14]1[CH:19]=[CH:18][C:17]([N:20]2[C:24]([CH3:25])=[C:23]([C:26](OCC)=[O:27])[N:22]=[N:21]2)=[CH:16][CH:15]=1, predict the reaction product.